From a dataset of Forward reaction prediction with 1.9M reactions from USPTO patents (1976-2016). Predict the product of the given reaction. (1) Given the reactants Cl.Cl.[NH2:3][CH:4]([C:16]1[CH:21]=[CH:20][CH:19]=[CH:18][CH:17]=1)[C:5]([O:7][C@@H:8]1[CH:13]2[CH2:14][CH2:15][N:10]([CH2:11][CH2:12]2)[CH2:9]1)=[O:6].C(N(CC)CC)C.[C:29]1([S:35](Cl)(=[O:37])=[O:36])[CH:34]=[CH:33][CH:32]=[CH:31][CH:30]=1, predict the reaction product. The product is: [C:16]1([CH:4]([NH:3][S:35]([C:29]2[CH:34]=[CH:33][CH:32]=[CH:31][CH:30]=2)(=[O:37])=[O:36])[C:5]([O:7][C@@H:8]2[CH:13]3[CH2:12][CH2:11][N:10]([CH2:15][CH2:14]3)[CH2:9]2)=[O:6])[CH:21]=[CH:20][CH:19]=[CH:18][CH:17]=1. (2) Given the reactants Br[CH:2]([C:14]1[CH:19]=[CH:18][C:17]([CH3:20])=[CH:16][CH:15]=1)[C:3]([C:5]1[C:13]2[C:8](=[CH:9][CH:10]=[CH:11][CH:12]=2)[NH:7][CH:6]=1)=[O:4].[C:21]([O:25][CH2:26][CH2:27][O:28][C:29]1[CH:30]=[C:31]([CH:33]=[C:34]([O:36][CH3:37])[CH:35]=1)[NH2:32])([CH3:24])([CH3:23])[CH3:22].C(N(CC)CC)C, predict the reaction product. The product is: [C:21]([O:25][CH2:26][CH2:27][O:28][C:29]1[CH:30]=[C:31]([NH:32][CH:2]([C:14]2[CH:19]=[CH:18][C:17]([CH3:20])=[CH:16][CH:15]=2)[C:3]([C:5]2[C:13]3[C:8](=[CH:9][CH:10]=[CH:11][CH:12]=3)[NH:7][CH:6]=2)=[O:4])[CH:33]=[C:34]([O:36][CH3:37])[CH:35]=1)([CH3:24])([CH3:23])[CH3:22]. (3) Given the reactants Br[C:2]1[CH:15]=[CH:14][C:13]2[C:4](=[C:5]([C:26]3[C:35]4[C:30](=[CH:31][CH:32]=[CH:33][CH:34]=4)[CH:29]=[CH:28][CH:27]=3)[C:6]3[C:11]([C:12]=2[C:16]2[C:25]4[C:20](=[CH:21][CH:22]=[CH:23][CH:24]=4)[CH:19]=[CH:18][CH:17]=2)=[CH:10][CH:9]=[CH:8][CH:7]=3)[CH:3]=1.[C:36]1(B(O)O)[C:49]2[C:50]3=[C:51]4[C:46](=[CH:47][CH:48]=2)[CH:45]=[CH:44][CH:43]=[C:42]4[CH:41]=[CH:40][C:39]3=[CH:38][CH:37]=1.C1(C)C=CC=CC=1.C(=O)([O-])[O-].[Na+].[Na+], predict the reaction product. The product is: [C:36]1([C:9]2[CH:8]=[CH:7][C:6]3[C:11](=[C:12]([C:16]4[C:25]5[C:20](=[CH:21][CH:22]=[CH:23][CH:24]=5)[CH:19]=[CH:18][CH:17]=4)[C:13]4[C:4]([C:5]=3[C:26]3[C:35]5[C:30](=[CH:31][CH:32]=[CH:33][CH:34]=5)[CH:29]=[CH:28][CH:27]=3)=[CH:3][CH:2]=[CH:15][CH:14]=4)[CH:10]=2)[C:49]2[C:50]3=[C:51]4[C:46](=[CH:47][CH:48]=2)[CH:45]=[CH:44][CH:43]=[C:42]4[CH:41]=[CH:40][C:39]3=[CH:38][CH:37]=1. (4) Given the reactants [H-].[Na+].Cl[C:4]1[CH:9]=[C:8](Cl)[N:7]=[CH:6][N:5]=1.[CH2:11]([OH:15])[C:12]#[C:13][CH3:14].[Cl-].[NH4+].[CH3:18][CH:19]([OH:22])[CH2:20][CH3:21], predict the reaction product. The product is: [CH:19]([O:22][C:4]1[CH:9]=[C:8]([O:15][CH2:11][C:12]#[C:13][CH3:14])[N:7]=[CH:6][N:5]=1)([CH2:20][CH3:21])[CH3:18]. (5) Given the reactants [CH2:1]([N:8]1[C:17]2[C:12](=[N:13][C:14]([C:18]3[CH:23]=[CH:22][CH:21]=[CH:20][CH:19]=3)=[CH:15][CH:16]=2)[CH2:11][CH:10]([NH:24][S:25]([C:28]2[CH:33]=[CH:32][CH:31]=[CH:30][CH:29]=2)(=[O:27])=[O:26])[C:9]1=O)[C:2]1[CH:7]=[CH:6][CH:5]=[CH:4][CH:3]=1.B.O1CCCC1.CO, predict the reaction product. The product is: [CH2:1]([N:8]1[C:17]2[C:12](=[N:13][C:14]([C:18]3[CH:23]=[CH:22][CH:21]=[CH:20][CH:19]=3)=[CH:15][CH:16]=2)[CH2:11][CH:10]([NH:24][S:25]([C:28]2[CH:33]=[CH:32][CH:31]=[CH:30][CH:29]=2)(=[O:27])=[O:26])[CH2:9]1)[C:2]1[CH:3]=[CH:4][CH:5]=[CH:6][CH:7]=1. (6) The product is: [Br:25][C:26]1[CH:27]=[C:28]([CH:31]=[CH:32][CH:33]=1)[CH2:29][N:14]1[C:15]2[CH2:16][CH2:17][NH:8][CH2:9][CH2:10][C:11]=2[C:12]([C:18]2[CH:19]=[CH:20][C:21]([Cl:24])=[CH:22][CH:23]=2)=[N:13]1. Given the reactants C(OC([N:8]1[CH2:17][CH2:16][C:15]2[NH:14][N:13]=[C:12]([C:18]3[CH:23]=[CH:22][C:21]([Cl:24])=[CH:20][CH:19]=3)[C:11]=2[CH2:10][CH2:9]1)=O)(C)(C)C.[Br:25][C:26]1[CH:27]=[C:28]([CH:31]=[CH:32][CH:33]=1)[CH2:29]Cl, predict the reaction product. (7) Given the reactants [Br:1][C:2]1[CH:3]=[CH:4][C:5]2[O:9][CH:8]([C:10](O)=[O:11])[CH2:7][C:6]=2[CH:13]=1.F[P-](F)(F)(F)(F)F.N1(O[P+](N(C)C)(N(C)C)[N:32]([CH3:34])[CH3:33])C2C=CC=CC=2N=N1.CNC.O1CCCC1, predict the reaction product. The product is: [Br:1][C:2]1[CH:3]=[CH:4][C:5]2[O:9][CH:8]([C:10]([N:32]([CH3:34])[CH3:33])=[O:11])[CH2:7][C:6]=2[CH:13]=1. (8) Given the reactants [OH:1][N:2]1[CH:6]=[C:5]([Br:7])[CH:4]=[N:3]1.[CH3:8][N:9]([C:13]1[CH:18]=[CH:17][CH:16]=[CH:15][CH:14]=1)[C:10](Cl)=[O:11], predict the reaction product. The product is: [Br:7][C:5]1[CH:4]=[N:3][N:2]([O:1][C:10](=[O:11])[N:9]([CH3:8])[C:13]2[CH:18]=[CH:17][CH:16]=[CH:15][CH:14]=2)[CH:6]=1.